Dataset: Full USPTO retrosynthesis dataset with 1.9M reactions from patents (1976-2016). Task: Predict the reactants needed to synthesize the given product. (1) Given the product [F:1][C:2]1[CH:7]=[CH:6][CH:5]=[CH:4][C:3]=1/[CH:8]=[CH:9]/[CH:10]1[CH2:11][CH2:12][N:13]([CH2:24][C:20]2[C:21](=[O:23])[NH:22][C:17](=[O:16])[NH:18][CH:19]=2)[CH2:14][CH2:15]1, predict the reactants needed to synthesize it. The reactants are: [F:1][C:2]1[CH:7]=[CH:6][CH:5]=[CH:4][C:3]=1/[CH:8]=[CH:9]/[CH:10]1[CH2:15][CH2:14][NH:13][CH2:12][CH2:11]1.[O:16]=[C:17]1[NH:22][C:21](=[O:23])[C:20]([CH:24]=O)=[CH:19][NH:18]1.C(O[BH-](OC(=O)C)OC(=O)C)(=O)C.[Na+].C(=O)([O-])[O-].[Na+].[Na+]. (2) Given the product [C:1]([NH:35][C@H:61]([C:60]([OH:63])=[O:62])[CH2:26][OH:27])(=[O:20])[CH2:2][CH2:3][CH2:4][CH2:5][CH2:6][CH2:7][CH2:8]/[CH:9]=[CH:10]\[CH2:11][CH2:12][CH2:13][CH2:14][CH2:15][CH2:16][CH2:17][CH3:18], predict the reactants needed to synthesize it. The reactants are: [C:1]([OH:20])(=O)[CH2:2][CH2:3][CH2:4][CH2:5][CH2:6][CH2:7][CH2:8]/[CH:9]=[CH:10]\[CH2:11][CH2:12][CH2:13][CH2:14][CH2:15][CH2:16][CH2:17][CH3:18].ON1[C:26](=[O:27])CCC1=O.C1([N:35]=C=NC2CCCCC2)CCCCC1.C(NC1CCCCC1)(NC1CCCCC1)=O.[C:60]([O:63]CC)(=[O:62])[CH3:61]. (3) Given the product [C:1]([NH:6][CH2:7][C:8]([NH:10][C@H:11]([C:19]([NH:21][C@H:22]([C:27]([NH:29][CH2:30][C:31]([N:39]1[CH2:38][CH2:37][S:36][C:35]1=[S:34])=[O:33])=[O:28])[CH2:23][CH:24]([CH3:25])[CH3:26])=[O:20])[CH2:12][C:13]1[CH:14]=[CH:15][CH:16]=[CH:17][CH:18]=1)=[O:9])(=[O:5])[C:2]([CH3:4])=[CH2:3], predict the reactants needed to synthesize it. The reactants are: [C:1]([NH:6][CH2:7][C:8]([NH:10][C@H:11]([C:19]([NH:21][C@H:22]([C:27]([NH:29][CH2:30][C:31]([OH:33])=O)=[O:28])[CH2:23][CH:24]([CH3:26])[CH3:25])=[O:20])[CH2:12][C:13]1[CH:18]=[CH:17][CH:16]=[CH:15][CH:14]=1)=[O:9])(=[O:5])[C:2]([CH3:4])=[CH2:3].[SH:34][C:35]1[S:36][CH2:37][CH2:38][N:39]=1.CCN=C=NCCCN(C)C. (4) Given the product [N:1]1[CH:6]=[CH:5][CH:4]=[N:3][C:2]=1[S:7][CH2:8][CH:9]1[CH:13]=[C:12]([C:14]2[CH:19]=[CH:18][C:17]([N:20]3[CH2:24][C@H:23]([CH2:25][NH:26][C:27](=[O:29])[CH3:28])[O:22][C:21]3=[O:30])=[CH:16][CH:15]=2)[CH2:11][NH:10]1, predict the reactants needed to synthesize it. The reactants are: [N:1]1[CH:6]=[CH:5][CH:4]=[N:3][C:2]=1[S:7][CH2:8][CH:9]1[CH:13]=[C:12]([C:14]2[CH:19]=[CH:18][C:17]([N:20]3[CH2:24][C@H:23]([CH2:25][NH:26][C:27](=[O:29])[CH3:28])[O:22][C:21]3=[O:30])=[CH:16][CH:15]=2)[CH2:11][N:10]1C(C1C=CC=CC=1)(C1C=CC=CC=1)C1C=CC=CC=1.Cl.CC(C)=O.Cl. (5) Given the product [CH2:25]([O:32][C:33]([N:35]1[CH2:40][CH2:39][N:38]([C:22](=[O:23])[CH:14]([CH:11]2[CH2:12][CH2:13][N:8]([C:6]([O:5][C:1]([CH3:3])([CH3:2])[CH3:4])=[O:7])[CH2:9][CH2:10]2)[C:15]2[CH:20]=[CH:19][C:18]([F:21])=[CH:17][CH:16]=2)[CH2:37][CH2:36]1)=[O:34])[C:26]1[CH:31]=[CH:30][CH:29]=[CH:28][CH:27]=1, predict the reactants needed to synthesize it. The reactants are: [C:1]([O:5][C:6]([N:8]1[CH2:13][CH2:12][CH:11]([CH:14]([C:22](O)=[O:23])[C:15]2[CH:20]=[CH:19][C:18]([F:21])=[CH:17][CH:16]=2)[CH2:10][CH2:9]1)=[O:7])([CH3:4])([CH3:3])[CH3:2].[CH2:25]([O:32][C:33]([N:35]1[CH2:40][CH2:39][NH:38][CH2:37][CH2:36]1)=[O:34])[C:26]1[CH:31]=[CH:30][CH:29]=[CH:28][CH:27]=1.Cl.CNC(NC)CCN=C=NCC.O.ON1C2C=CC=CC=2N=N1.C(=O)(O)[O-].[Na+]. (6) Given the product [OH:11][C:12]1[CH:13]=[CH:14][C:15]([O:21][CH2:22][C:23]2[CH:28]=[CH:27][CH:26]=[CH:25][CH:24]=2)=[C:16]([CH:20]=1)[C:17]([NH:7][C:5]1[CH:4]=[N:9][CH:2]=[CH:1][CH:6]=1)=[O:19], predict the reactants needed to synthesize it. The reactants are: [CH:1]1[CH:2]=C[C:4]2[N:9](O)N=[N:7][C:5]=2[CH:6]=1.[OH:11][C:12]1[CH:13]=[CH:14][C:15]([O:21][CH2:22][C:23]2[CH:28]=[CH:27][CH:26]=[CH:25][CH:24]=2)=[C:16]([CH:20]=1)[C:17]([OH:19])=O.N1C=CC=C(N)C=1.C(Cl)CCl.